From a dataset of Reaction yield outcomes from USPTO patents with 853,638 reactions. Predict the reaction yield, written as a fraction of the theoretical maximum amount of product (1.0 means a 100% yield; for example, 0.34 means a 34% yield). (1) The reactants are [CH2:1]([C:3]([C:21]1[S:25][C:24]([C:26]([NH:28][NH2:29])=[O:27])=[C:23]([CH3:30])[CH:22]=1)([C:6]1[CH:11]=[CH:10][C:9]([O:12][CH2:13][CH:14]([OH:19])[C:15]([CH3:18])([CH3:17])[CH3:16])=[C:8]([CH3:20])[CH:7]=1)[CH2:4][CH3:5])[CH3:2].[C:31](N1C=CN=C1)(N1C=CN=C1)=[O:32]. The catalyst is C1COCC1.CCOC(C)=O. The product is [CH2:1]([C:3]([C:21]1[S:25][C:24]([C:26]2[O:27][C:31](=[O:32])[NH:29][N:28]=2)=[C:23]([CH3:30])[CH:22]=1)([C:6]1[CH:11]=[CH:10][C:9]([O:12][CH2:13][CH:14]([OH:19])[C:15]([CH3:17])([CH3:18])[CH3:16])=[C:8]([CH3:20])[CH:7]=1)[CH2:4][CH3:5])[CH3:2]. The yield is 0.630. (2) The reactants are [Br:1][C:2]1[CH:3]=[C:4]([C:11]([O:13][CH2:14][CH3:15])=[O:12])[C:5]2[CH:10]=[N:9][NH:8][C:6]=2[N:7]=1.C([O-])([O-])=O.[K+].[K+].[CH:22]1(Br)[CH2:26][CH2:25][CH2:24][CH2:23]1. The catalyst is C(#N)C. The product is [Br:1][C:2]1[CH:3]=[C:4]([C:11]([O:13][CH2:14][CH3:15])=[O:12])[C:5]2[CH:10]=[N:9][N:8]([CH:22]3[CH2:26][CH2:25][CH2:24][CH2:23]3)[C:6]=2[N:7]=1. The yield is 0.500. (3) The reactants are [F:1][C:2]1[CH:7]=[C:6](I)[CH:5]=[CH:4][C:3]=1[N:9]1[CH:14]=[C:13]([O:15][CH3:16])[C:12](=[O:17])[C:11]([C:18]([N:20]([O:22][CH3:23])[CH3:21])=[O:19])=[N:10]1.[NH:24]1[CH:28]=[CH:27][CH:26]=[N:25]1.C(=NO)C1C(=CC=CC=1)O.C([O-])([O-])=O.[Cs+].[Cs+]. The catalyst is CC#N.O. The product is [F:1][C:2]1[CH:7]=[C:6]([N:24]2[CH:28]=[CH:27][CH:26]=[N:25]2)[CH:5]=[CH:4][C:3]=1[N:9]1[CH:14]=[C:13]([O:15][CH3:16])[C:12](=[O:17])[C:11]([C:18]([N:20]([O:22][CH3:23])[CH3:21])=[O:19])=[N:10]1. The yield is 0.250. (4) The product is [CH3:27][O:28][C:29](=[O:53])[CH2:30][O:31][C:32]1[CH:37]=[CH:36][C:35]([CH2:38][NH:39][C:40]([O:42][C:43]([CH3:46])([CH3:44])[CH3:45])=[O:41])=[CH:34][C:33]=1[CH:47]1[CH2:48][CH2:49][N:50]([C:15]([C:7]2[C:8]3[C:13](=[C:12]([CH3:14])[CH:11]=[CH:10][CH:9]=3)[N:5]([CH2:4][CH2:3][O:2][CH3:1])[CH:6]=2)=[O:17])[CH2:51][CH2:52]1. The yield is 0.870. The reactants are [CH3:1][O:2][CH2:3][CH2:4][N:5]1[C:13]2[C:8](=[CH:9][CH:10]=[CH:11][C:12]=2[CH3:14])[C:7]([C:15]([OH:17])=O)=[CH:6]1.CCN(C(C)C)C(C)C.[CH3:27][O:28][C:29](=[O:53])[CH2:30][O:31][C:32]1[CH:37]=[CH:36][C:35]([CH2:38][NH:39][C:40]([O:42][C:43]([CH3:46])([CH3:45])[CH3:44])=[O:41])=[CH:34][C:33]=1[CH:47]1[CH2:52][CH2:51][NH:50][CH2:49][CH2:48]1.CCN=C=NCCCN(C)C. The catalyst is C(Cl)Cl. (5) The reactants are Cl[C:2]1[N:7]=[C:6]([NH:8][C@H:9]2[CH2:14][CH2:13][O:12][CH2:11][C@H:10]2[CH3:15])[C:5]([N+:16]([O-:18])=[O:17])=[CH:4][N:3]=1.C(=O)([O-])[O-].[K+].[K+].[N:25]1[C:29]2[CH:30]=[CH:31][CH:32]=[CH:33][C:28]=2[NH:27][CH:26]=1. The catalyst is C(#N)C.CCOC(C)=O. The product is [N:25]1([C:2]2[N:7]=[C:6]([NH:8][C@H:9]3[CH2:14][CH2:13][O:12][CH2:11][C@H:10]3[CH3:15])[C:5]([N+:16]([O-:18])=[O:17])=[CH:4][N:3]=2)[C:29]2[CH:30]=[CH:31][CH:32]=[CH:33][C:28]=2[N:27]=[CH:26]1. The yield is 1.00. (6) The reactants are [Cl:1][C:2]1[C:3]([CH2:10][N:11]2[C:19](=[O:20])[C:18]3[C:13](=[CH:14][CH:15]=[CH:16][CH:17]=3)[C:12]2=[O:21])=[N:4][CH:5]=[C:6]([CH:8]=[CH2:9])[CH:7]=1.Br[CH:23]([C:28]1[CH:29]=[C:30]([Cl:36])[C:31]([Cl:35])=[C:32]([Cl:34])[CH:33]=1)[C:24]([F:27])([F:26])[F:25].N1C=CC=CC=1C1C=CC=CN=1. The catalyst is ClC1C=CC=CC=1Cl.Cl[Cu]. The product is [Cl:1][C:2]1[C:3]([CH2:10][N:11]2[C:19](=[O:20])[C:18]3[C:13](=[CH:14][CH:15]=[CH:16][CH:17]=3)[C:12]2=[O:21])=[N:4][CH:5]=[C:6](/[CH:8]=[CH:9]/[CH:23]([C:28]2[CH:29]=[C:30]([Cl:36])[C:31]([Cl:35])=[C:32]([Cl:34])[CH:33]=2)[C:24]([F:26])([F:25])[F:27])[CH:7]=1. The yield is 0.500. (7) The reactants are [Cl:1][C:2]1[CH:7]=[C:6]([O:8][C:9]2[CH:10]=[N:11][C:12]([N+:15]([O-])=O)=[CH:13][CH:14]=2)[CH:5]=[CH:4][N:3]=1.[Cl-].[NH4+]. The catalyst is C1COCC1.CO.[Zn]. The product is [Cl:1][C:2]1[CH:7]=[C:6]([O:8][C:9]2[CH:14]=[CH:13][C:12]([NH2:15])=[N:11][CH:10]=2)[CH:5]=[CH:4][N:3]=1. The yield is 0.990. (8) The reactants are [Br:1][C:2]1[CH:3]=[CH:4][CH:5]=[C:6]2[C:11]=1[N:10]=[C:9]([Cl:12])[N:8]=[C:7]2N.N(OCCC(C)C)=O.CC(=O)OCC.C(Cl)Cl. The catalyst is C1COCC1. The product is [Br:1][C:2]1[CH:3]=[CH:4][CH:5]=[C:6]2[C:11]=1[N:10]=[C:9]([Cl:12])[N:8]=[CH:7]2. The yield is 0.670. (9) The reactants are C([NH:9][C:10]1[S:11][CH2:12][C@@H:13]2[CH2:18][N:17]([C:19]3[N:24]=[CH:23][C:22]([F:25])=[CH:21][N:20]=3)[CH2:16][C@:14]2([C:26]2[CH:27]=[C:28]([NH:32][C:33]([C:35]3[CH:40]=[CH:39][C:38]([F:41])=[CH:37][N:36]=3)=[O:34])[CH:29]=[CH:30][CH:31]=2)[N:15]=1)(=O)C1C=CC=CC=1.Cl.CON.N1C=CC=CC=1. The catalyst is C(O)C. The product is [NH2:9][C:10]1[S:11][CH2:12][C@@H:13]2[CH2:18][N:17]([C:19]3[N:24]=[CH:23][C:22]([F:25])=[CH:21][N:20]=3)[CH2:16][C@:14]2([C:26]2[CH:27]=[C:28]([NH:32][C:33]([C:35]3[CH:40]=[CH:39][C:38]([F:41])=[CH:37][N:36]=3)=[O:34])[CH:29]=[CH:30][CH:31]=2)[N:15]=1. The yield is 0.840. (10) The reactants are [CH2:1]([O:8][N:9]1[C:15](=[O:16])[N:14]2[CH2:17][C@H:10]1[CH2:11][CH2:12][C@H:13]2[C:18]([OH:20])=O)[C:2]1[CH:7]=[CH:6][CH:5]=[CH:4][CH:3]=1.[NH2:21][O:22][CH2:23][CH:24]1[CH2:29][CH2:28][CH2:27][N:26]([C:30]([O:32][C:33]([CH3:36])([CH3:35])[CH3:34])=[O:31])[CH2:25]1.ON1C2C=CC=CC=2N=N1.Cl.C(N=C=NCCCN(C)C)C. The catalyst is C(Cl)Cl. The product is [CH2:1]([O:8][N:9]1[C:15](=[O:16])[N:14]2[CH2:17][C@H:10]1[CH2:11][CH2:12][C@H:13]2[C:18]([NH:21][O:22][CH2:23][CH:24]1[CH2:29][CH2:28][CH2:27][N:26]([C:30]([O:32][C:33]([CH3:36])([CH3:35])[CH3:34])=[O:31])[CH2:25]1)=[O:20])[C:2]1[CH:3]=[CH:4][CH:5]=[CH:6][CH:7]=1. The yield is 0.840.